From a dataset of Peptide-MHC class I binding affinity with 185,985 pairs from IEDB/IMGT. Regression. Given a peptide amino acid sequence and an MHC pseudo amino acid sequence, predict their binding affinity value. This is MHC class I binding data. (1) The peptide sequence is RPEMQEFEY. The MHC is HLA-B35:01 with pseudo-sequence HLA-B35:01. The binding affinity (normalized) is 0.807. (2) The peptide sequence is VNPTLLFLK. The MHC is HLA-A31:01 with pseudo-sequence HLA-A31:01. The binding affinity (normalized) is 0.182. (3) The peptide sequence is QWRGWYTY. The MHC is Mamu-B03 with pseudo-sequence Mamu-B03. The binding affinity (normalized) is 0. (4) The peptide sequence is YTAVVPLVI. The MHC is HLA-A29:02 with pseudo-sequence HLA-A29:02. The binding affinity (normalized) is 0.0699. (5) The peptide sequence is EWMLIAAKMK. The MHC is HLA-A68:01 with pseudo-sequence HLA-A68:01. The binding affinity (normalized) is 0.245. (6) The binding affinity (normalized) is 0.0847. The MHC is HLA-B57:01 with pseudo-sequence HLA-B57:01. The peptide sequence is NLPSKPVWL. (7) The peptide sequence is YLACKQHAL. The MHC is HLA-C03:03 with pseudo-sequence HLA-C03:03. The binding affinity (normalized) is 0.706. (8) The peptide sequence is LILSNKLLYA. The MHC is HLA-A68:02 with pseudo-sequence HLA-A68:02. The binding affinity (normalized) is 0.151.